This data is from Catalyst prediction with 721,799 reactions and 888 catalyst types from USPTO. The task is: Predict which catalyst facilitates the given reaction. (1) Reactant: CO[C:3](=[O:12])[C:4]1[CH:9]=[CH:8][CH:7]=[CH:6][C:5]=1[CH2:10]Br.[CH3:13][CH:14]([NH2:23])[CH2:15][CH2:16][C:17]1[CH:22]=[CH:21][CH:20]=[CH:19][CH:18]=1.C([O-])([O-])=O.[K+].[K+].C(OCC)(=O)C. Product: [CH3:13][CH:14]([N:23]1[CH2:10][C:5]2[C:4](=[CH:9][CH:8]=[CH:7][CH:6]=2)[C:3]1=[O:12])[CH2:15][CH2:16][C:17]1[CH:22]=[CH:21][CH:20]=[CH:19][CH:18]=1. The catalyst class is: 345. (2) Reactant: C[Si](C)(C)[N-][Si](C)(C)C.[K+].[F:11][C:12]([F:36])([F:35])[C:13]1[CH:18]=[CH:17][C:16]([C:19]2[CH:20]=[CH:21][CH:22]=[CH:23][C:24]=2[C:25]2[CH:30]=[CH:29][C:28]([C:31]([F:34])([F:33])[F:32])=[CH:27][CH:26]=2)=[CH:15][CH:14]=1.[CH:37]1([C:41]#[N:42])[CH2:40][CH2:39][CH2:38]1.O. Product: [F:11][C:12]([F:35])([F:36])[C:13]1[CH:14]=[CH:15][C:16]([C:19]2[CH:20]=[C:21]([C:37]3([C:41]#[N:42])[CH2:40][CH2:39][CH2:38]3)[CH:22]=[CH:23][C:24]=2[C:25]2[CH:30]=[CH:29][C:28]([C:31]([F:32])([F:33])[F:34])=[CH:27][CH:26]=2)=[CH:17][CH:18]=1. The catalyst class is: 11. (3) Reactant: O[C:2]1[N:6]([CH2:7][CH2:8][O:9][CH2:10][CH3:11])[C:5]2[CH:12]=[CH:13][CH:14]=[CH:15][C:4]=2[N:3]=1.P(Cl)(Cl)([Cl:18])=O.[OH-].[Na+]. Product: [Cl:18][C:2]1[N:6]([CH2:7][CH2:8][O:9][CH2:10][CH3:11])[C:5]2[CH:12]=[CH:13][CH:14]=[CH:15][C:4]=2[N:3]=1. The catalyst class is: 13. (4) Reactant: C([O:8][CH2:9][CH2:10][O:11][CH2:12][CH2:13][O:14][CH2:15][CH2:16][CH2:17][CH2:18][C@H:19]1[C@@H:35]2[C@H:27]([CH2:28][CH2:29][C@@:30]3([CH3:40])[C@H:34]2[CH2:33][CH2:32][C@@H:31]3[O:36][CH2:37][O:38][CH3:39])[C:26]2[CH:25]=[CH:24][C:23]([O:41][CH2:42][O:43][CH3:44])=[CH:22][C:21]=2[CH2:20]1)C1C=CC=CC=1. Product: [CH3:44][O:43][CH2:42][O:41][C:23]1[CH:24]=[CH:25][C:26]2[C@@H:27]3[C@@H:35]([C@H:19]([CH2:18][CH2:17][CH2:16][CH2:15][O:14][CH2:13][CH2:12][O:11][CH2:10][CH2:9][OH:8])[CH2:20][C:21]=2[CH:22]=1)[C@H:34]1[C@@:30]([CH3:40])([C@@H:31]([O:36][CH2:37][O:38][CH3:39])[CH2:32][CH2:33]1)[CH2:29][CH2:28]3. The catalyst class is: 63. (5) Reactant: Cl.[Cl:2][C:3]1[CH:21]=[CH:20][C:6]([CH2:7][S:8][C:9]2[N:14]=[C:13]([C:15](Cl)=[O:16])[CH:12]=[CH:11][C:10]=2[C:18]#[N:19])=[CH:5][CH:4]=1.[CH:22]([N:25](CC)C(C)C)(C)C. The catalyst class is: 9. Product: [Cl:2][C:3]1[CH:21]=[CH:20][C:6]([CH2:7][S:8][C:9]2[N:14]=[C:13]([C:15]([NH:25][CH3:22])=[O:16])[CH:12]=[CH:11][C:10]=2[C:18]#[N:19])=[CH:5][CH:4]=1. (6) Reactant: [F:1][C:2]1[CH:3]=[C:4]([CH:12]2[CH2:17][CH:16]([C:18]([O:20]C)=[O:19])[CH2:15][CH2:14][N:13]2[C:22]([O:24][CH3:25])=[O:23])[CH:5]=[CH:6][C:7]=1[C:8]([F:11])([F:10])[F:9].[Br-].[Li+].C(N(CC)CC)C.CC(OC)(C)C. Product: [F:1][C:2]1[CH:3]=[C:4]([CH:12]2[CH2:17][CH:16]([C:18]([OH:20])=[O:19])[CH2:15][CH2:14][N:13]2[C:22]([O:24][CH3:25])=[O:23])[CH:5]=[CH:6][C:7]=1[C:8]([F:10])([F:9])[F:11]. The catalyst class is: 47. (7) Product: [C:1]([N:5]([CH3:18])[S:6]([C:9]1[CH:10]=[N:11][C:12]([Cl:15])=[CH:13][CH:14]=1)(=[O:7])=[O:8])([CH3:4])([CH3:2])[CH3:3]. Reactant: [C:1]([NH:5][S:6]([C:9]1[CH:10]=[N:11][C:12]([Cl:15])=[CH:13][CH:14]=1)(=[O:8])=[O:7])([CH3:4])([CH3:3])[CH3:2].CI.[C:18]([O-])([O-])=O.[K+].[K+]. The catalyst class is: 21. (8) Reactant: [CH3:1][C:2]1[C:7](=[O:8])[NH:6][C:5](=[O:9])[N:4]2[CH:10]=[CH:11][S:12][C:3]=12.[O:13]1[CH2:18][CH2:17][N:16]([S:19]([C:22]2[CH:29]=[CH:28][C:25]([CH2:26]Br)=[CH:24][CH:23]=2)(=[O:21])=[O:20])[CH2:15][CH2:14]1.C(=O)([O-])[O-].[Cs+].[Cs+]. Product: [CH3:1][C:2]1[C:7](=[O:8])[N:6]([CH2:26][C:25]2[CH:28]=[CH:29][C:22]([S:19]([N:16]3[CH2:17][CH2:18][O:13][CH2:14][CH2:15]3)(=[O:21])=[O:20])=[CH:23][CH:24]=2)[C:5](=[O:9])[N:4]2[CH:10]=[CH:11][S:12][C:3]=12. The catalyst class is: 9. (9) Reactant: [Cl:1][C:2]1[N:3]=[C:4]([N:19]2[CH2:24][CH2:23][O:22][CH2:21][CH2:20]2)[C:5]2[S:10][C:9]([CH2:11][N:12]3[CH2:17][CH2:16][NH:15][CH2:14][CH2:13]3)=[C:8]([CH3:18])[C:6]=2[N:7]=1.C(N(CC)CC)C.[C:32]1([S:38](Cl)(=[O:40])=[O:39])[CH:37]=[CH:36][CH:35]=[CH:34][CH:33]=1. Product: [Cl:1][C:2]1[N:3]=[C:4]([N:19]2[CH2:24][CH2:23][O:22][CH2:21][CH2:20]2)[C:5]2[S:10][C:9]([CH2:11][N:12]3[CH2:17][CH2:16][N:15]([S:38]([C:32]4[CH:37]=[CH:36][CH:35]=[CH:34][CH:33]=4)(=[O:40])=[O:39])[CH2:14][CH2:13]3)=[C:8]([CH3:18])[C:6]=2[N:7]=1. The catalyst class is: 2.